Task: Predict the reactants needed to synthesize the given product.. Dataset: Retrosynthesis with 50K atom-mapped reactions and 10 reaction types from USPTO Given the product Cc1c(/C=C2\C(=O)Nc3cc(NCc4ccc(F)cc4)c(F)cc32)[nH]c2c1C(=O)N(CCN1CCOCC1)CCC2, predict the reactants needed to synthesize it. The reactants are: Cc1c(C=O)[nH]c2c1C(=O)N(CCN1CCOCC1)CCC2.O=C1Cc2cc(F)c(NCc3ccc(F)cc3)cc2N1.